This data is from Peptide-MHC class I binding affinity with 185,985 pairs from IEDB/IMGT. The task is: Regression. Given a peptide amino acid sequence and an MHC pseudo amino acid sequence, predict their binding affinity value. This is MHC class I binding data. (1) The peptide sequence is DIAEHGAYY. The MHC is HLA-A29:02 with pseudo-sequence HLA-A29:02. The binding affinity (normalized) is 0.528. (2) The peptide sequence is SGPSNTYPEI. The binding affinity (normalized) is 0. The MHC is HLA-A11:01 with pseudo-sequence HLA-A11:01. (3) The peptide sequence is VPAWLPLGI. The MHC is HLA-A01:01 with pseudo-sequence HLA-A01:01. The binding affinity (normalized) is 0.0847.